From a dataset of Catalyst prediction with 721,799 reactions and 888 catalyst types from USPTO. Predict which catalyst facilitates the given reaction. (1) Reactant: [CH3:1][C@@H:2]1[CH2:7][CH:6]([NH:8]C(=O)OC(C)(C)C)[CH2:5][C@H:4]([CH3:16])[O:3]1.[ClH:17]. Product: [CH3:1][C@@H:2]1[CH2:7][CH:6]([NH2:8])[CH2:5][C@H:4]([CH3:16])[O:3]1.[ClH:17]. The catalyst class is: 12. (2) Reactant: [CH2:1]([C:3]1[CH:8]=[CH:7][C:6]([F:9])=[C:5]([O:10][CH3:11])[CH:4]=1)[CH3:2].C1C(=O)N([Br:19])C(=O)C1. Product: [Br:19][C:8]1[CH:7]=[C:6]([F:9])[C:5]([O:10][CH3:11])=[CH:4][C:3]=1[CH2:1][CH3:2]. The catalyst class is: 23. (3) Reactant: [CH2:1]([O:3][C:4](=[O:23])[C:5](=[CH:15][C:16]1[CH:21]=[CH:20][CH:19]=[CH:18][C:17]=1[Cl:22])[C:6](=O)[CH2:7][O:8][CH2:9][CH2:10][N:11]=[N+:12]=[N-:13])[CH3:2].[CH3:24][C:25]1([CH3:33])[CH2:30][C:29](=[O:31])[CH2:28][C:27](=O)[CH2:26]1.C([O-])(=O)C.[NH4+:38]. Product: [CH2:1]([O:3][C:4]([C:5]1[CH:15]([C:16]2[CH:21]=[CH:20][CH:19]=[CH:18][C:17]=2[Cl:22])[C:28]2[C:29](=[O:31])[CH2:30][C:25]([CH3:33])([CH3:24])[CH2:26][C:27]=2[NH:38][C:6]=1[CH2:7][O:8][CH2:9][CH2:10][N:11]=[N+:12]=[N-:13])=[O:23])[CH3:2]. The catalyst class is: 41.